From a dataset of Full USPTO retrosynthesis dataset with 1.9M reactions from patents (1976-2016). Predict the reactants needed to synthesize the given product. (1) Given the product [CH2:1]([O:5][C:6]1[C:15]2[C:10](=[CH:11][C:12]([Cl:17])=[C:13]([Cl:16])[CH:14]=2)[C:9](=[O:18])[N:8]([CH2:19][CH2:20][C:21](=[O:23])[N:36]2[CH2:40][CH2:39][CH2:38][CH2:37]2)[C:7]=1[CH2:24][N:25]1[C:26](=[O:35])[C:27]2[C:32](=[CH:31][CH:30]=[CH:29][CH:28]=2)[C:33]1=[O:34])[CH2:2][CH2:3][CH3:4], predict the reactants needed to synthesize it. The reactants are: [CH2:1]([O:5][C:6]1[C:15]2[C:10](=[CH:11][C:12]([Cl:17])=[C:13]([Cl:16])[CH:14]=2)[C:9](=[O:18])[N:8]([CH2:19][CH2:20][C:21]([OH:23])=O)[C:7]=1[CH2:24][N:25]1[C:33](=[O:34])[C:32]2[C:27](=[CH:28][CH:29]=[CH:30][CH:31]=2)[C:26]1=[O:35])[CH2:2][CH2:3][CH3:4].[NH:36]1[CH2:40][CH2:39][CH2:38][CH2:37]1.Cl.C(N=C=NCCCN(C)C)C.ON1C2C=CC=CC=2N=N1. (2) The reactants are: [N:1]1[CH:6]=[CH:5][CH:4]=[CH:3][C:2]=1[C:7]#[C:8][C:9]1[CH:14]=[CH:13][C:12](N)=[CH:11][CH:10]=1.N([O-])=[O:17].[Na+].[S:20]([Cl:23])(Cl)=[O:21]. Given the product [N:1]1[CH:6]=[CH:5][CH:4]=[CH:3][C:2]=1[C:7]#[C:8][C:9]1[CH:14]=[CH:13][C:12]([S:20]([Cl:23])(=[O:21])=[O:17])=[CH:11][CH:10]=1, predict the reactants needed to synthesize it. (3) Given the product [CH3:1][O:2][C:3]1[C:12]([CH3:13])=[C:11]2[C:6]([C:7]([O:21][CH:32]3[CH2:31][CH:30]4[N:34]([C:35](=[O:46])[N:36]([CH3:45])[CH2:37][CH2:38][CH2:39][CH2:40][CH:41]=[CH:42][CH:43]5[C:27]([C:25]([OH:26])=[O:24])([NH:28][C:29]4=[O:48])[CH2:44]5)[CH2:33]3)=[N:8][C:9]([C:14]3[CH:19]=[CH:18][CH:17]=[C:16]([CH3:20])[N:15]=3)=[N:10]2)=[CH:5][CH:4]=1, predict the reactants needed to synthesize it. The reactants are: [CH3:1][O:2][C:3]1[C:12]([CH3:13])=[C:11]2[C:6]([C:7]([OH:21])=[N:8][C:9]([C:14]3[CH:19]=[CH:18][CH:17]=[C:16]([CH3:20])[N:15]=3)=[N:10]2)=[CH:5][CH:4]=1.C([O:24][C:25]([C:27]12[CH2:44][CH:43]1[CH:42]=[CH:41][CH2:40][CH2:39][CH2:38][CH2:37][N:36]([CH3:45])[C:35](=[O:46])[N:34]1[CH:30]([CH2:31][CH:32](O)[CH2:33]1)[C:29](=[O:48])[NH:28]2)=[O:26])C. (4) Given the product [C:32]([N:26]1[CH2:27][CH2:28][N:29]([C:9]2[CH:8]=[CH:7][C:3]([C:4]([NH2:6])=[O:5])=[C:2]([NH:23][C:22]3[CH:21]=[CH:20][C:19]([CH2:18][CH2:17][N:12]4[CH2:16][CH2:15][CH2:14][CH2:13]4)=[CH:25][CH:24]=3)[N:10]=2)[CH2:30][CH2:31]1)(=[O:34])[CH:39]=[CH2:40], predict the reactants needed to synthesize it. The reactants are: Cl[C:2]1[N:10]=[C:9](Cl)[CH:8]=[CH:7][C:3]=1[C:4]([NH2:6])=[O:5].[N:12]1([CH2:17][CH2:18][C:19]2[CH:25]=[CH:24][C:22]([NH2:23])=[CH:21][CH:20]=2)[CH2:16][CH2:15][CH2:14][CH2:13]1.[N:26]1([C:32]([O:34]C(C)(C)C)=O)[CH2:31][CH2:30][NH:29][CH2:28][CH2:27]1.[C:39](O)(=O)[CH:40]=C. (5) Given the product [F:7][C:8]1[CH:13]=[C:12]([I:14])[CH:11]=[CH:10][C:9]=1[C:15]([OH:2])=[O:22], predict the reactants needed to synthesize it. The reactants are: [Mn]([O-])(=O)(=O)=[O:2].[K+].[F:7][C:8]1[CH:13]=[C:12]([I:14])[CH:11]=[CH:10][C:9]=1[CH3:15].N1C=CC=CC=1.[OH2:22].